This data is from Full USPTO retrosynthesis dataset with 1.9M reactions from patents (1976-2016). The task is: Predict the reactants needed to synthesize the given product. Given the product [CH3:6][C:5]1([CH3:7])[S:3][CH:2]([N:15]2[CH2:20][CH2:19][NH:18][CH2:17][CH2:16]2)[N:1]=[CH:4]1, predict the reactants needed to synthesize it. The reactants are: [N:1]([CH2:4][C:5]([CH3:7])=[CH2:6])=[C:2]=[S:3].C([N:15]1[CH2:20][CH2:19][NH:18][CH2:17][CH2:16]1)(OC(C)(C)C)=O.